From a dataset of Reaction yield outcomes from USPTO patents with 853,638 reactions. Predict the reaction yield, written as a fraction of the theoretical maximum amount of product (1.0 means a 100% yield; for example, 0.34 means a 34% yield). (1) The reactants are [CH3:1][O:2][C:3]([C:5]1[N:14]([CH:15]2[CH2:19][CH2:18][CH2:17][CH2:16]2)[C:8]2[N:9]=[C:10](Cl)[N:11]=[CH:12][C:7]=2[C:6]=1[CH3:20])=[O:4].[C:21]([O:25][C:26]([N:28]1[CH2:33][CH2:32][N:31]([C:34]2[CH:35]=[N:36][C:37]([NH2:40])=[CH:38][CH:39]=2)[CH2:30][CH2:29]1)=[O:27])([CH3:24])([CH3:23])[CH3:22].CC1(C)C2C(=C(P(C3C=CC=CC=3)C3C=CC=CC=3)C=CC=2)OC2C(P(C3C=CC=CC=3)C3C=CC=CC=3)=CC=CC1=2.C(=O)([O-])[O-].[Cs+].[Cs+]. The catalyst is O1CCOCC1.C1C=CC(/C=C/C(/C=C/C2C=CC=CC=2)=O)=CC=1.C1C=CC(/C=C/C(/C=C/C2C=CC=CC=2)=O)=CC=1.C1C=CC(/C=C/C(/C=C/C2C=CC=CC=2)=O)=CC=1.[Pd].[Pd]. The product is [CH3:1][O:2][C:3]([C:5]1[N:14]([CH:15]2[CH2:19][CH2:18][CH2:17][CH2:16]2)[C:8]2[N:9]=[C:10]([NH:40][C:37]3[CH:38]=[CH:39][C:34]([N:31]4[CH2:32][CH2:33][N:28]([C:26]([O:25][C:21]([CH3:24])([CH3:23])[CH3:22])=[O:27])[CH2:29][CH2:30]4)=[CH:35][N:36]=3)[N:11]=[CH:12][C:7]=2[C:6]=1[CH3:20])=[O:4]. The yield is 0.170. (2) The reactants are [CH:1]1([C@@H:5]([NH:7][S:8]([C:10]([CH3:13])([CH3:12])[CH3:11])=[O:9])[CH3:6])[CH2:4][CH2:3][CH2:2]1.[H-].[Na+].Br[CH2:17][C:18]1[CH:23]=[CH:22][C:21]([CH3:24])=[CH:20][CH:19]=1. The catalyst is CN(C=O)C. The product is [CH:1]1([C@@H:5]([N:7]([CH2:17][C:18]2[CH:23]=[CH:22][C:21]([CH3:24])=[CH:20][CH:19]=2)[S:8]([C:10]([CH3:12])([CH3:11])[CH3:13])=[O:9])[CH3:6])[CH2:4][CH2:3][CH2:2]1. The yield is 0.590. (3) The reactants are [N:1]1([C:11](OC(C)(C)C)=O)[CH2:6][CH2:5][CH:4]([C:7]([O:9][CH3:10])=[O:8])[CH2:3][CH2:2]1.[ClH:18].Br[CH2:20]CO.C([O-])([O-])=O.[K+].[K+].S(Cl)(Cl)=O. The catalyst is CCOCC.O1CCOCC1.ClCCCl. The product is [Cl:18][CH2:20][CH2:11][N:1]1[CH2:2][CH2:3][CH:4]([C:7]([O:9][CH3:10])=[O:8])[CH2:5][CH2:6]1. The yield is 0.219. (4) The reactants are [ClH:1].C([N:9]1[C:13]2([CH2:17][CH2:16][N:15]([C:18]3[CH:19]=[N:20][CH:21]=[CH:22][CH:23]=3)[CH2:14]2)[CH2:12][CH2:11][CH2:10]1)C1C=CC=CC=1. The catalyst is [Pd].CO. The product is [ClH:1].[ClH:1].[N:20]1[CH:21]=[CH:22][CH:23]=[C:18]([N:15]2[CH2:16][CH2:17][C:13]3([NH:9][CH2:10][CH2:11][CH2:12]3)[CH2:14]2)[CH:19]=1. The yield is 0.882. (5) The reactants are [Cl:1][C:2]1[CH:28]=[CH:27][C:5]([CH2:6][CH2:7][NH:8][C:9](=[O:26])[C:10]2[CH:15]=[CH:14][C:13]([O:16][C:17]3[CH:22]=[CH:21][C:20]([CH:23]=O)=[CH:19][C:18]=3[Br:25])=[CH:12][CH:11]=2)=[CH:4][CH:3]=1.[OH-].C[N+](C)(C)CC1C=CC=CC=1.[CH3:41][S:42]([CH2:44][S:45][CH3:46])=[O:43]. The catalyst is C1COCC1. The product is [Cl:1][C:2]1[CH:3]=[CH:4][C:5]([CH2:6][CH2:7][NH:8][C:9](=[O:26])[C:10]2[CH:11]=[CH:12][C:13]([O:16][C:17]3[CH:22]=[CH:21][C:20](/[CH:23]=[C:44](\[S:42]([CH3:41])=[O:43])/[S:45][CH3:46])=[CH:19][C:18]=3[Br:25])=[CH:14][CH:15]=2)=[CH:27][CH:28]=1. The yield is 0.960. (6) The reactants are I.[Cl:2][C:3]1[N:4]=[CH:5][N:6]([C:8]2[CH:13]=[CH:12][C:11]([NH:14][C:15](SC)=[NH:16])=[CH:10][C:9]=2[O:19][CH3:20])[CH:7]=1.[Cl:21][CH2:22][CH2:23][CH2:24][CH2:25][CH:26]([C:30]1[CH:35]=[CH:34][CH:33]=[C:32]([F:36])[CH:31]=1)[C:27](O)=O.[NH2:37][NH2:38]. No catalyst specified. The product is [Cl:21][CH2:22][CH2:23][CH2:24][CH2:25][CH:26]([C:27]1[NH:38][N:37]=[C:15]([NH:14][C:11]2[CH:12]=[CH:13][C:8]([N:6]3[CH:7]=[C:3]([Cl:2])[N:4]=[CH:5]3)=[C:9]([O:19][CH3:20])[CH:10]=2)[N:16]=1)[C:30]1[CH:35]=[CH:34][CH:33]=[C:32]([F:36])[CH:31]=1. The yield is 1.00.